This data is from Forward reaction prediction with 1.9M reactions from USPTO patents (1976-2016). The task is: Predict the product of the given reaction. (1) Given the reactants [CH2:1]([O:3][C:4](=[O:20])[CH:5]([C:11]1[CH:16]=[C:15]([NH2:17])[C:14]([CH3:18])=[CH:13][C:12]=1[Cl:19])C(OCC)=O)[CH3:2].[Cl-].[Li+], predict the reaction product. The product is: [CH2:1]([O:3][C:4](=[O:20])[CH2:5][C:11]1[CH:16]=[C:15]([NH2:17])[C:14]([CH3:18])=[CH:13][C:12]=1[Cl:19])[CH3:2]. (2) Given the reactants [F:1][C:2]1[CH:3]=[C:4]([CH:32]=[CH:33][CH:34]=1)[CH2:5][O:6][C:7]1[CH:12]=[CH:11][C:10]([NH:13][C:14]2[C:23]3[C:18](=[CH:19][CH:20]=[C:21]([C:24]4[O:28][C:27]([CH:29]=O)=[CH:26][CH:25]=4)[CH:22]=3)[N:17]=[CH:16][N:15]=2)=[CH:9][C:8]=1[Cl:31].[CH3:35][P:36]([CH2:39][N:40]1[CH2:45][CH2:44][NH:43][CH2:42][CH2:41]1)([CH3:38])=[O:37].C(O[BH-](OC(=O)C)OC(=O)C)(=O)C.[Na+], predict the reaction product. The product is: [F:1][C:2]1[CH:3]=[C:4]([CH:32]=[CH:33][CH:34]=1)[CH2:5][O:6][C:7]1[CH:12]=[CH:11][C:10]([NH:13][C:14]2[C:23]3[C:18](=[CH:19][CH:20]=[C:21]([C:24]4[O:28][C:27]([CH2:29][N:43]5[CH2:42][CH2:41][N:40]([CH2:39][P:36]([CH3:38])([CH3:35])=[O:37])[CH2:45][CH2:44]5)=[CH:26][CH:25]=4)[CH:22]=3)[N:17]=[CH:16][N:15]=2)=[CH:9][C:8]=1[Cl:31]. (3) The product is: [F:27][C:16]([F:15])([F:28])[S:17]([C:20]1[CH:21]=[C:22]([NH:23][C:12]([C:3]2[C:4]3[C:9](=[CH:8][CH:7]=[CH:6][CH:5]=3)[CH:10]=[CH:11][C:2]=2[OH:1])=[O:14])[CH:24]=[CH:25][CH:26]=1)(=[O:18])=[O:19]. Given the reactants [OH:1][C:2]1[CH:11]=[CH:10][C:9]2[C:4](=[CH:5][CH:6]=[CH:7][CH:8]=2)[C:3]=1[C:12]([OH:14])=O.[F:15][C:16]([F:28])([F:27])[S:17]([C:20]1[CH:21]=[C:22]([CH:24]=[CH:25][CH:26]=1)[NH2:23])(=[O:19])=[O:18], predict the reaction product. (4) Given the reactants Cl.[CH2:2]([O:4][C:5](=[O:8])[CH2:6][NH2:7])[CH3:3].C([O-])([O-])=O.[K+].[K+].[Br:15][CH2:16][C:17](Br)=[O:18].O, predict the reaction product. The product is: [CH2:2]([O:4][C:5](=[O:8])[CH2:6][NH:7][C:17](=[O:18])[CH2:16][Br:15])[CH3:3].